This data is from Full USPTO retrosynthesis dataset with 1.9M reactions from patents (1976-2016). The task is: Predict the reactants needed to synthesize the given product. (1) The reactants are: [NH:1]([C:3]([C:5]1[S:6][CH:7]=[CH:8][C:9]=1[NH:10][C:11](=[O:21])[CH2:12][C:13]1[CH:18]=[CH:17][C:16]([O:19][CH3:20])=[CH:15][CH:14]=1)=O)[NH2:2].[CH2:22]1[CH:24]([C:25](N)=[NH:26])[CH2:23]1.Cl.C[O-].[Na+]. Given the product [CH:24]1([C:25]2[N:26]=[C:3]([C:5]3[S:6][CH:7]=[CH:8][C:9]=3[NH:10][C:11](=[O:21])[CH2:12][C:13]3[CH:18]=[CH:17][C:16]([O:19][CH3:20])=[CH:15][CH:14]=3)[NH:1][N:2]=2)[CH2:22][CH2:23]1, predict the reactants needed to synthesize it. (2) Given the product [F:12][C:13]1[CH:18]=[C:17]([C:2]2[CH:7]=[CH:6][C:5]([O:8][CH2:9][O:10][CH3:11])=[CH:4][N:3]=2)[CH:16]=[CH:15][CH:14]=1, predict the reactants needed to synthesize it. The reactants are: Cl[C:2]1[CH:7]=[CH:6][C:5]([O:8][CH2:9][O:10][CH3:11])=[CH:4][N:3]=1.[F:12][C:13]1[CH:14]=[C:15](B(O)O)[CH:16]=[CH:17][CH:18]=1.C([O-])([O-])=O.[Na+].[Na+].